The task is: Predict the reactants needed to synthesize the given product.. This data is from Full USPTO retrosynthesis dataset with 1.9M reactions from patents (1976-2016). (1) Given the product [CH3:1][C:2]([CH3:18])([CH3:17])[CH2:3][N:4]([CH2:21][CH:20]=[CH2:19])[C:5]1[CH:12]=[CH:11][C:8]([C:9]#[N:10])=[C:7]([C:13]([F:14])([F:15])[F:16])[CH:6]=1, predict the reactants needed to synthesize it. The reactants are: [CH3:1][C:2]([CH3:18])([CH3:17])[CH2:3][NH:4][C:5]1[CH:12]=[CH:11][C:8]([C:9]#[N:10])=[C:7]([C:13]([F:16])([F:15])[F:14])[CH:6]=1.[CH2:19](Br)[CH:20]=[CH2:21].O. (2) Given the product [CH3:18][O:17][C:16]1[CH:15]=[CH:14][CH:13]=[C:12]([O:19][CH3:20])[C:11]=1[CH:2]1[N:1]([CH2:25][C:24]2[CH:27]=[CH:28][C:29]([O:30][C:31]([F:32])([F:33])[F:34])=[C:22]([F:21])[CH:23]=2)[C:5](=[O:7])[CH:4]([CH3:10])[CH2:3]1, predict the reactants needed to synthesize it. The reactants are: [NH2:1][CH:2]([C:11]1[C:16]([O:17][CH3:18])=[CH:15][CH:14]=[CH:13][C:12]=1[O:19][CH3:20])[CH2:3][CH:4]([CH3:10])[C:5]([O:7]CC)=O.[F:21][C:22]1[CH:23]=[C:24]([CH:27]=[CH:28][C:29]=1[O:30][C:31]([F:34])([F:33])[F:32])[CH:25]=O. (3) Given the product [CH3:15][C:9]1[CH:8]=[CH:7][C:6]2[C:11](=[CH:12][CH:13]=[CH:14][C:5]=2[O:4][CH2:3][CH2:2][N:27]2[CH2:26][CH2:25][C:24](=[CH:23][C:22]3[CH:21]=[C:20]([N+:17]([O-:19])=[O:18])[CH:32]=[CH:31][CH:30]=3)[CH2:29][CH2:28]2)[N:10]=1, predict the reactants needed to synthesize it. The reactants are: Br[CH2:2][CH2:3][O:4][C:5]1[CH:14]=[CH:13][CH:12]=[C:11]2[C:6]=1[CH:7]=[CH:8][C:9]([CH3:15])=[N:10]2.Cl.[N+:17]([C:20]1[CH:21]=[C:22]([CH:30]=[CH:31][CH:32]=1)[CH:23]=[C:24]1[CH2:29][CH2:28][NH:27][CH2:26][CH2:25]1)([O-:19])=[O:18].C(=O)([O-])[O-].[K+].[K+].